Dataset: Catalyst prediction with 721,799 reactions and 888 catalyst types from USPTO. Task: Predict which catalyst facilitates the given reaction. (1) Reactant: [CH3:1][CH:2]([O:4][CH2:5][CH2:6][O:7][C:8]1[N:16]=[C:15]2[C:11]([N:12]=[C:13]([O:23][CH3:24])[N:14]2C2CCCCO2)=[C:10]([NH2:25])[N:9]=1)[CH3:3].[F:26][C:27]([F:32])([F:31])[C:28]([OH:30])=[O:29]. Product: [F:26][C:27]([F:32])([F:31])[C:28]([OH:30])=[O:29].[CH3:3][CH:2]([O:4][CH2:5][CH2:6][O:7][C:8]1[N:16]=[C:15]2[C:11]([N:12]=[C:13]([O:23][CH3:24])[NH:14]2)=[C:10]([NH2:25])[N:9]=1)[CH3:1]. The catalyst class is: 5. (2) Reactant: O[CH:2]([C:6]1[C:7]([CH3:19])=[C:8]2[C:12](=[CH:13][C:14]=1[CH3:15])[N:11]([C:16](=[O:18])[CH3:17])[CH2:10][CH2:9]2)[C:3]([OH:5])=[O:4].P(O)(O)O.[I-].[K+].O. Product: [C:16]([N:11]1[C:12]2[C:8](=[C:7]([CH3:19])[C:6]([CH2:2][C:3]([OH:5])=[O:4])=[C:14]([CH3:15])[CH:13]=2)[CH2:9][CH2:10]1)(=[O:18])[CH3:17]. The catalyst class is: 15. (3) Reactant: [F:1][C:2]([F:25])([F:24])/[CH:3]=[CH:4]/[C:5]1[CH:22]=[CH:21][C:8]([C:9]([NH:11][C:12]2[CH:20]=[C:19]3[C:15]([CH2:16][CH2:17][NH:18]3)=[CH:14][CH:13]=2)=[O:10])=[C:7]([CH3:23])[CH:6]=1.C(N(CC)C(C)C)(C)C.[CH:35]1([C:38](Cl)=[O:39])[CH2:37][CH2:36]1. Product: [CH:35]1([C:38]([N:18]2[C:19]3[C:15](=[CH:14][CH:13]=[C:12]([NH:11][C:9](=[O:10])[C:8]4[CH:21]=[CH:22][C:5](/[CH:4]=[CH:3]/[C:2]([F:1])([F:24])[F:25])=[CH:6][C:7]=4[CH3:23])[CH:20]=3)[CH2:16][CH2:17]2)=[O:39])[CH2:37][CH2:36]1. The catalyst class is: 2. (4) Reactant: [S:1]1[C:5]2[CH:6]=[CH:7][CH:8]=[CH:9][C:4]=2[N:3]=[CH:2]1.[Li]CCCC.[CH:15](=[O:22])[C:16]1[CH:21]=[CH:20][CH:19]=[CH:18][CH:17]=1.CCO. Product: [S:1]1[C:5]2[CH:6]=[CH:7][CH:8]=[CH:9][C:4]=2[N:3]=[C:2]1[CH:15]([C:16]1[CH:21]=[CH:20][CH:19]=[CH:18][CH:17]=1)[OH:22]. The catalyst class is: 20. (5) Reactant: [C:1](N1C=CN=C1)(N1C=CN=C1)=[O:2].[NH2:13][C:14]1[CH:15]=[C:16]([CH:21]=[CH:22][C:23]=1[NH2:24])[C:17]([O:19][CH3:20])=[O:18].O. Product: [CH3:20][O:19][C:17]([C:16]1[CH:21]=[CH:22][C:23]2[NH:24][C:1](=[O:2])[NH:13][C:14]=2[CH:15]=1)=[O:18]. The catalyst class is: 1. (6) Reactant: [NH:1]1[CH2:5][CH2:4][C@H:3]([NH:6][C:7](=[O:13])[O:8][C:9]([CH3:12])([CH3:11])[CH3:10])[CH2:2]1.C(NC(C)C)(C)C.Cl[C:22]1[C:23]2[N:24]([N:28]=[CH:29][CH:30]=2)[CH:25]=[CH:26][N:27]=1. Product: [N:28]1[N:24]2[CH:25]=[CH:26][N:27]=[C:22]([N:1]3[CH2:5][CH2:4][C@H:3]([NH:6][C:7](=[O:13])[O:8][C:9]([CH3:10])([CH3:12])[CH3:11])[CH2:2]3)[C:23]2=[CH:30][CH:29]=1. The catalyst class is: 37. (7) Reactant: [B:10]1([B:10]2[O:14][C:13]([CH3:16])([CH3:15])[C:12]([CH3:18])([CH3:17])[O:11]2)[O:14][C:13]([CH3:16])([CH3:15])[C:12]([CH3:18])([CH3:17])[O:11]1.C([O-])(=O)C.[K+].[C:24]([C:26]1[S:27][CH:28]=[CH:29][C:30]=1[C:31]1[CH:32]=[C:33](OS(C(F)(F)F)(=O)=O)[CH:34]=[CH:35][CH:36]=1)#[N:25]. Product: [CH3:16][C:13]1([CH3:15])[C:12]([CH3:17])([CH3:18])[O:11][B:10]([C:33]2[CH:32]=[C:31]([C:30]3[CH:29]=[CH:28][S:27][C:26]=3[C:24]#[N:25])[CH:36]=[CH:35][CH:34]=2)[O:14]1. The catalyst class is: 294. (8) Reactant: Cl.[CH2:2]([O:4][C:5](=[O:9])[CH2:6][NH:7][CH3:8])[CH3:3].C(N(CC)CC)C.CC1(C)[O:22]/[C:21](=[CH:23]\[C:24]([N:26]([CH3:28])[CH3:27])=[O:25])/[C:20](=O)[O:19]1. Product: [CH2:2]([O:4][C:5](=[O:9])[CH2:6][N:7]([C:20](=[O:19])[C:21](=[O:22])[CH2:23][C:24]([N:26]([CH3:28])[CH3:27])=[O:25])[CH3:8])[CH3:3]. The catalyst class is: 4. (9) Reactant: C(OC([N:8]1[CH2:13][CH2:12][N:11]([C:14]2[C:15]3[N:16]([CH:25]=[C:26]([C:28]([O:30][CH2:31][CH3:32])=[O:29])[N:27]=3)[C:17]([C:20]3[S:21][CH:22]=[CH:23][CH:24]=3)=[CH:18][N:19]=2)[CH2:10][CH2:9]1)=O)(C)(C)C.FC(F)(F)C(O)=O. Product: [N:11]1([C:14]2[C:15]3[N:16]([CH:25]=[C:26]([C:28]([O:30][CH2:31][CH3:32])=[O:29])[N:27]=3)[C:17]([C:20]3[S:21][CH:22]=[CH:23][CH:24]=3)=[CH:18][N:19]=2)[CH2:10][CH2:9][NH:8][CH2:13][CH2:12]1. The catalyst class is: 2. (10) Reactant: [N+:1]([C:4]1[CH:5]=[N:6][N:7]([CH:9]2[CH2:14][CH2:13][N:12]([C:15]([O:17][C:18]([CH3:21])([CH3:20])[CH3:19])=[O:16])[CH2:11][CH2:10]2)[CH:8]=1)([O-])=O. Product: [NH2:1][C:4]1[CH:5]=[N:6][N:7]([CH:9]2[CH2:10][CH2:11][N:12]([C:15]([O:17][C:18]([CH3:21])([CH3:20])[CH3:19])=[O:16])[CH2:13][CH2:14]2)[CH:8]=1. The catalyst class is: 19.